From a dataset of Full USPTO retrosynthesis dataset with 1.9M reactions from patents (1976-2016). Predict the reactants needed to synthesize the given product. The reactants are: [N:1]1(C(OC([N:1]2[C:11]3[C:6](=[CH:7][CH:8]=[CH:9][CH:10]=3)[C:4](=[O:5])C2=O)=O)=O)[C:11]2[C:6](=[CH:7][CH:8]=[CH:9][CH:10]=2)[C:4](=[O:5])C1=O.[NH2:28][C:29]1[CH:30]=[CH:31][C:32]2[C:36]([CH:37]=1)=[N:35][N:34]([CH3:38])[CH:33]=2.C(O)(=O)C. Given the product [NH2:1][C:11]1[CH:10]=[CH:9][CH:8]=[CH:7][C:6]=1[C:4]([NH:28][C:29]1[CH:30]=[CH:31][C:32]2[C:36]([CH:37]=1)=[N:35][N:34]([CH3:38])[CH:33]=2)=[O:5], predict the reactants needed to synthesize it.